The task is: Predict the reaction yield, written as a fraction of the theoretical maximum amount of product (1.0 means a 100% yield; for example, 0.34 means a 34% yield).. This data is from Reaction yield outcomes from USPTO patents with 853,638 reactions. (1) The catalyst is O1CCCC1. The product is [CH3:6][O:7][CH:8]([O:23][CH3:24])[C:9]1[C:10]([O:19][CH2:20][O:21][CH3:22])=[C:11]([C:15]([F:17])([F:18])[F:16])[CH:12]=[CH:13][C:14]=1[CH3:1]. The reactants are [CH2:1]([Li])CCC.[CH3:6][O:7][CH:8]([O:23][CH3:24])[C:9]1[CH:14]=[CH:13][CH:12]=[C:11]([C:15]([F:18])([F:17])[F:16])[C:10]=1[O:19][CH2:20][O:21][CH3:22].CN(C)CCN(C)C.CI.[Cl-].[NH4+]. The yield is 0.570. (2) The reactants are [F:1][C:2]([F:15])([CH:6]([O:9][C:10](=[O:14])[C:11]([CH3:13])=[CH2:12])[CH2:7][CH3:8])[C:3]([OH:5])=[O:4].[CH:16]1(N=C=N[CH:16]2[CH2:21][CH2:20][CH2:19][CH2:18][CH2:17]2)[CH2:21][CH2:20][CH2:19][CH2:18][CH2:17]1.C1(O)C=CC=CC=1.Cl. The catalyst is ClCCl.CN(C1C=CN=CC=1)C. The product is [C:16]1([O:4][C:3](=[O:5])[C:2]([F:15])([F:1])[CH:6]([O:9][C:10](=[O:14])[C:11]([CH3:13])=[CH2:12])[CH2:7][CH3:8])[CH:21]=[CH:20][CH:19]=[CH:18][CH:17]=1. The yield is 0.580. (3) The reactants are [CH3:1][C:2]1[C:10]2[C:9](=[O:11])[CH2:8][C:7]([CH3:13])([CH3:12])[CH2:6][C:5]=2[NH:4][CH:3]=1.[H-].[Na+].[CH:16]1([NH:19][C:20]2[C:29]3[C:24](=[CH:25][C:26](F)=[CH:27][CH:28]=3)[N:23]=[CH:22][N:21]=2)[CH2:18][CH2:17]1. The catalyst is CN(C)C=O. The product is [CH:16]1([NH:19][C:20]2[C:29]3[C:24](=[CH:25][C:26]([N:4]4[C:5]5[CH2:6][C:7]([CH3:13])([CH3:12])[CH2:8][C:9](=[O:11])[C:10]=5[C:2]([CH3:1])=[CH:3]4)=[CH:27][CH:28]=3)[N:23]=[CH:22][N:21]=2)[CH2:18][CH2:17]1. The yield is 0.550. (4) The reactants are Br[C:2]1[CH:11]=[C:10]2[C:5]([C:6]([N:13]3[CH2:18][CH2:17][O:16][CH2:15][CH2:14]3)=[N:7][C:8]([Cl:12])=[N:9]2)=[CH:4][CH:3]=1.[NH2:19][C:20]1[CH:21]=[C:22](B2OC(C)(C)C(C)(C)O2)[CH:23]=[CH:24][CH:25]=1.C(=O)([O-])[O-].[Na+].[Na+].C1(C)C=CC=CC=1. The catalyst is Cl[Pd](Cl)([P](C1C=CC=CC=1)(C1C=CC=CC=1)C1C=CC=CC=1)[P](C1C=CC=CC=1)(C1C=CC=CC=1)C1C=CC=CC=1.O.C(O)C. The product is [Cl:12][C:8]1[N:7]=[C:6]([N:13]2[CH2:18][CH2:17][O:16][CH2:15][CH2:14]2)[C:5]2[C:10](=[CH:11][C:2]([C:24]3[CH:25]=[C:20]([CH:21]=[CH:22][CH:23]=3)[NH2:19])=[CH:3][CH:4]=2)[N:9]=1. The yield is 0.620. (5) The reactants are C(O[C:4](=[O:9])[CH2:5][C:6](=O)[CH3:7])C.[C:10]1([NH:16][C:17]([NH:19][C:20]([NH2:22])=[NH:21])=[NH:18])[CH:15]=[CH:14][CH:13]=[CH:12][CH:11]=1. The catalyst is C(O)C. The product is [CH3:7][C:6]1[N:21]=[C:20]([NH:19][C:17]([NH:16][C:10]2[CH:15]=[CH:14][CH:13]=[CH:12][CH:11]=2)=[NH:18])[NH:22][C:4](=[O:9])[CH:5]=1. The yield is 0.740. (6) The catalyst is CN(C=O)C.CCOC(C)=O. The reactants are [Br:1][C:2]1[CH:3]=[C:4]([OH:8])[CH:5]=[CH:6][CH:7]=1.[CH:9]1(Br)[CH2:11][CH2:10]1.[I-].[Na+].C(=O)([O-])[O-].[Cs+].[Cs+]. The product is [CH:9]1([O:8][C:4]2[CH:5]=[CH:6][CH:7]=[C:2]([Br:1])[CH:3]=2)[CH2:11][CH2:10]1. The yield is 0.210.